This data is from Reaction yield outcomes from USPTO patents with 853,638 reactions. The task is: Predict the reaction yield, written as a fraction of the theoretical maximum amount of product (1.0 means a 100% yield; for example, 0.34 means a 34% yield). (1) The reactants are [O:1]=[C:2]1[N:8]([CH2:9][C:10]#[CH:11])[C:7]2[CH:12]=[CH:13][CH:14]=[CH:15][C:6]=2[O:5][C@H:4]([C:16]2[CH:21]=[CH:20][CH:19]=[CH:18][CH:17]=2)[C@@H:3]1[NH:22]C(=O)OC(C)(C)C.FC(F)(F)C(O)=O. The catalyst is ClCCl. The product is [NH2:22][C@@H:3]1[C:2](=[O:1])[N:8]([CH2:9][C:10]#[CH:11])[C:7]2[CH:12]=[CH:13][CH:14]=[CH:15][C:6]=2[O:5][C@@H:4]1[C:16]1[CH:21]=[CH:20][CH:19]=[CH:18][CH:17]=1. The yield is 0.990. (2) The product is [Cl:1][C:2]1[CH:3]=[C:4]([CH:8]([OH:9])[CH2:10][O:11][C:12]2[CH:19]=[CH:18][C:15]([CH:16]=[O:17])=[CH:14][CH:13]=2)[CH:5]=[CH:6][CH:7]=1. The catalyst is C1(C)C=CC=CC=1. The reactants are [Cl:1][C:2]1[CH:3]=[C:4]([CH:8]2[CH2:10][O:9]2)[CH:5]=[CH:6][CH:7]=1.[OH:11][C:12]1[CH:19]=[CH:18][C:15]([CH:16]=[O:17])=[CH:14][CH:13]=1.[OH-].[Na+]. The yield is 0.100. (3) The reactants are [Cl:1][C:2]1[CH:18]=[CH:17][C:5]([CH2:6][O:7][C:8]2[CH:9]=[C:10]([CH:14]=[CH:15][CH:16]=2)[C:11]([OH:13])=O)=[CH:4][CH:3]=1.S(Cl)(Cl)=O.[NH2:23][C:24]1[CH:29]=[CH:28][CH:27]=[CH:26][C:25]=1[S:30]([NH2:33])(=[O:32])=[O:31]. The catalyst is C1C=CC=CC=1.N1C=CC=CC=1. The product is [Cl:1][C:2]1[CH:3]=[CH:4][C:5]([CH2:6][O:7][C:8]2[CH:9]=[C:10]([CH:14]=[CH:15][CH:16]=2)[C:11]([NH:23][C:24]2[CH:29]=[CH:28][CH:27]=[CH:26][C:25]=2[S:30](=[O:32])(=[O:31])[NH2:33])=[O:13])=[CH:17][CH:18]=1. The yield is 0.740.